From a dataset of Full USPTO retrosynthesis dataset with 1.9M reactions from patents (1976-2016). Predict the reactants needed to synthesize the given product. (1) Given the product [Cl:22][C:23]1[N:28]=[C:27]([N:29]2[CH:33]=[CH:32][CH:31]=[N:30]2)[N:26]=[C:25]([NH:36][C:37](=[O:42])[CH2:38][CH:39]([CH3:40])[CH3:41])[CH:24]=1, predict the reactants needed to synthesize it. The reactants are: ClC1N=C(N2C(C)=CC(C)=N2)N=C(N)C=1.C(Cl)(=O)C(C)C.[Cl:22][C:23]1[N:28]=[C:27]([N:29]2[C:33](C)=[CH:32][C:31](C)=[N:30]2)[N:26]=[C:25]([NH:36][C:37](=[O:42])[CH2:38][CH:39]([CH3:41])[CH3:40])[CH:24]=1. (2) The reactants are: C([O-])(=O)C.[K+].Br[C:7]1[S:11][C:10]([N:12]([CH2:20][C@@H:21]([NH:33]C(OC(C)(C)C)=O)[CH2:22][C:23]2[CH:24]=[N:25][C:26]([C:29]([F:32])([F:31])[F:30])=[CH:27][CH:28]=2)C(=O)OC(C)(C)C)=[N:9][CH:8]=1.[F:41][C:42]1[N:43]=[CH:44][C:45]2[C:50]([CH:51]=1)=[CH:49][C:48](B(O)O)=[CH:47][CH:46]=2. Given the product [F:41][C:42]1[N:43]=[CH:44][C:45]2[C:50]([CH:51]=1)=[CH:49][C:48]([C:7]1[S:11][C:10]([NH:12][CH2:20][C@@H:21]([NH2:33])[CH2:22][C:23]3[CH:24]=[N:25][C:26]([C:29]([F:30])([F:31])[F:32])=[CH:27][CH:28]=3)=[N:9][CH:8]=1)=[CH:47][CH:46]=2, predict the reactants needed to synthesize it. (3) Given the product [C:55]([O:59][C:60]([N:62]1[CH2:66][CH2:65][CH2:64][CH:63]1[C:67]1[NH:68][C:69]([C:72]2[CH:77]=[CH:76][C:75]3[C:74](=[CH:1][CH:2]=[C:141]([C:142]4[CH:143]=[CH:144][C:135]([C:132]5[NH:131][C:130]([CH:126]6[CH2:127][CH2:128][CH2:129][N:125]6[C:123](=[O:124])[CH:119]([NH:118][C:117]([O:116][CH3:115])=[O:154])[CH:120]([CH3:122])[CH3:121])=[N:134][CH:133]=5)=[CH:136][CH:137]=4)[CH:140]=3)[CH:73]=2)=[CH:70][N:71]=1)=[O:61])([CH3:58])([CH3:57])[CH3:56], predict the reactants needed to synthesize it. The reactants are: [C:1](OC(N1CCCC1C1NC(C2C=CC(C3C=CC4C(=CC=C(C5NC(C6CCCN6C(=O)C(NC(OC)=O)C(C)C)=NC=5)C=4)C=3)=CC=2)=CN=1)=O)(C)(C)[CH3:2].[C:55]([O:59][C:60]([N:62]1[CH2:66][CH2:65][CH2:64][CH:63]1[C:67]1[NH:68][C:69]([C:72]2[CH:77]=[CH:76][C:75](Br)=[CH:74][CH:73]=2)=[CH:70][N:71]=1)=[O:61])([CH3:58])([CH3:57])[CH3:56].C(OC(N1CCCC1C1NC(C2C=CC3C(=CC=C(B4OC(C)(C)C(C)(C)O4)C=3)C=2)=CN=1)=O)(C)(C)C.[CH3:115][O:116][C:117](=[O:154])[NH:118][CH:119]([C:123]([N:125]1[CH2:129][CH2:128][CH2:127][CH:126]1[C:130]1[NH:131][C:132]([C:135]2[CH:144]=[CH:143][C:142]3[C:137](=CC=[C:140](B4OC(C)(C)C(C)(C)O4)[CH:141]=3)[CH:136]=2)=[CH:133][N:134]=1)=[O:124])[CH:120]([CH3:122])[CH3:121]. (4) Given the product [Cl:1][C:2]1[C:10]2[N:6]([C:7]([CH2:22][CH2:23][OH:24])=[CH:8][C:9]=2[C:11]([NH:13][CH2:14][CH:15]2[CH2:16][CH2:17][CH2:18][CH2:19][CH2:20][CH2:21]2)=[O:12])[CH:5]=[CH:4][CH:3]=1, predict the reactants needed to synthesize it. The reactants are: [Cl:1][C:2]1[C:10]2[N:6]([C:7]([CH2:22][CH2:23][O:24]C)=[CH:8][C:9]=2[C:11]([NH:13][CH2:14][CH:15]2[CH2:21][CH2:20][CH2:19][CH2:18][CH2:17][CH2:16]2)=[O:12])[CH:5]=[CH:4][CH:3]=1.C1OCCOCCOCCOCCOC1.[Na+].[I-].B(Br)(Br)Br. (5) Given the product [F:43][C:70]1[CH:69]=[CH:68][C:67]([CH2:72][C:73]([NH:21][C:16]2[CH:17]=[C:18]3[C:13](=[CH:14][CH:15]=2)[N:12]=[C:11]([NH:10][C@H:1]2[C:9]4[C:4](=[CH:5][CH:6]=[CH:7][CH:8]=4)[CH2:3][CH2:2]2)[CH:20]=[CH:19]3)=[O:75])=[CH:66][CH:71]=1, predict the reactants needed to synthesize it. The reactants are: [C@H:1]1([NH:10][C:11]2[CH:20]=[CH:19][C:18]3[C:13](=[CH:14][CH:15]=[C:16]([NH2:21])[CH:17]=3)[N:12]=2)[C:9]2[C:4](=[CH:5][CH:6]=[CH:7][CH:8]=2)[CH2:3][CH2:2]1.C(N(C(C)C)C(C)C)C.Cl.CN(C)CCCN=C=NCC.[F:43][B-](F)(F)F.N1(OC(N(C)C)=[N+](C)C)C2C=CC=CC=2N=N1.F[C:66]1[CH:71]=[CH:70][CH:69]=[CH:68][C:67]=1[CH2:72][C:73]([OH:75])=O. (6) The reactants are: [Cl:1][C:2]1[CH:7]=[CH:6][C:5]([C:8]2[C:14]3[C:15]([CH3:19])=[C:16]([CH3:18])[S:17][C:13]=3[N:12]3[C:20]([CH3:23])=[N:21][N:22]=[C:11]3[C@@:10]3([CH2:25][C@H:24]3[CH2:26][OH:27])[N:9]=2)=[CH:4][CH:3]=1.CC(OI1(OC(C)=O)(OC(C)=O)OC(=O)C2C=CC=CC1=2)=O. Given the product [Cl:1][C:2]1[CH:3]=[CH:4][C:5]([C:8]2[C:14]3[C:15]([CH3:19])=[C:16]([CH3:18])[S:17][C:13]=3[N:12]3[C:20]([CH3:23])=[N:21][N:22]=[C:11]3[C@:10]3([CH2:25][CH:24]3[CH:26]=[O:27])[N:9]=2)=[CH:6][CH:7]=1, predict the reactants needed to synthesize it. (7) Given the product [F:10][C:8]1[CH:7]=[CH:6][C:3]([C:4]#[N:5])=[C:2]([S:12][CH3:11])[CH:9]=1, predict the reactants needed to synthesize it. The reactants are: F[C:2]1[CH:9]=[C:8]([F:10])[CH:7]=[CH:6][C:3]=1[C:4]#[N:5].[CH3:11][S-:12]. (8) Given the product [N:1]([CH2:4][CH2:5][C:6]1[CH:13]=[CH:12][C:9]([C:10](=[NH:11])[O:17][CH2:16][CH3:15])=[CH:8][CH:7]=1)=[N+:2]=[N-:3], predict the reactants needed to synthesize it. The reactants are: [N:1]([CH2:4][CH2:5][C:6]1[CH:13]=[CH:12][C:9]([C:10]#[N:11])=[CH:8][CH:7]=1)=[N+:2]=[N-:3].Cl.[CH3:15][CH2:16][OH:17]. (9) Given the product [CH3:58][O:59][C:60]1[CH:68]=[CH:67][CH:66]=[C:65]2[C:61]=1[CH2:62][CH2:63][CH:64]2[N:13]1[C:14](=[O:22])[C:15]([C:17]([O:19][CH2:20][CH3:21])=[O:18])=[CH:16][N:11]([C:9]2[CH:8]=[CH:7][C:6]3[N:2]([CH3:1])[C:3](=[O:24])[S:4][C:5]=3[CH:10]=2)[C:12]1=[O:23], predict the reactants needed to synthesize it. The reactants are: [CH3:1][N:2]1[C:6]2[CH:7]=[CH:8][C:9]([N:11]3[CH:16]=[C:15]([C:17]([O:19][CH2:20][CH3:21])=[O:18])[C:14](=[O:22])[NH:13][C:12]3=[O:23])=[CH:10][C:5]=2[S:4][C:3]1=[O:24].C1(P(C2C=CC=CC=2)C2C=CC=CC=2)C=CC=CC=1.N(C(OC(C)C)=O)=NC(OC(C)C)=O.[CH3:58][O:59][C:60]1[CH:68]=[CH:67][CH:66]=[C:65]2[C:61]=1[CH2:62][CH2:63][CH:64]2O.Cl. (10) Given the product [C:17]([Si:21]([C:54]1[CH:59]=[CH:58][CH:57]=[CH:56][CH:55]=1)([C:60]1[CH:61]=[CH:62][CH:63]=[CH:64][CH:65]=1)[O:22][CH2:23][C:24]([NH:31][C:32]([C:34]1[N:38]2[CH:39]=[CH:40][CH:41]=[C:42]([O:43][CH2:44][C:45]3[C:50]([F:51])=[CH:49][CH:48]=[CH:47][C:46]=3[F:52])[C:37]2=[N:36][C:35]=1[CH3:53])=[O:33])([C:26]1[N:27]=[N:28][N:29]([CH:11]2[CH2:12][CH2:7]2)[N:30]=1)[CH3:25])([CH3:18])([CH3:19])[CH3:20], predict the reactants needed to synthesize it. The reactants are: N1C=CC=CC=1[C:7]1[CH:12]=[CH:11]C=CN=1.ClC(Cl)C.[C:17]([Si:21]([C:60]1[CH:65]=[CH:64][CH:63]=[CH:62][CH:61]=1)([C:54]1[CH:59]=[CH:58][CH:57]=[CH:56][CH:55]=1)[O:22][CH2:23][C:24]([NH:31][C:32]([C:34]1[N:38]2[CH:39]=[CH:40][CH:41]=[C:42]([O:43][CH2:44][C:45]3[C:50]([F:51])=[CH:49][CH:48]=[CH:47][C:46]=3[F:52])[C:37]2=[N:36][C:35]=1[CH3:53])=[O:33])([C:26]1[N:27]=[N:28][NH:29][N:30]=1)[CH3:25])([CH3:20])([CH3:19])[CH3:18].C1(B(O)O)CC1.C(=O)([O-])[O-].[Na+].[Na+].[Cl-].[NH4+].